Dataset: Full USPTO retrosynthesis dataset with 1.9M reactions from patents (1976-2016). Task: Predict the reactants needed to synthesize the given product. Given the product [CH2:6]([O:9][CH:10]1[CH2:15][CH2:14][CH2:13][CH2:12][O:11]1)[C:7]#[C:8][CH2:1][CH3:2], predict the reactants needed to synthesize it. The reactants are: [CH2:1]=[CH:2]C(=C)C.[CH2:6]([O:9][CH:10]1[CH2:15][CH2:14][CH2:13][CH2:12][O:11]1)[C:7]#[CH:8].C(Br)C.